Dataset: Catalyst prediction with 721,799 reactions and 888 catalyst types from USPTO. Task: Predict which catalyst facilitates the given reaction. (1) Reactant: Cl.[Cl:2][C:3]1[CH:8]=[CH:7][CH:6]=[CH:5][C:4]=1[N:9]1[C:13]([C:14]2[CH:19]=[CH:18][C:17]([Cl:20])=[CH:16][CH:15]=2)=[C:12]([CH3:21])[C:11]([CH:22]2[O:27][CH2:26][CH2:25][NH:24][CH2:23]2)=[N:10]1.C(N(CC)CC)C.[CH:35]([S:38](Cl)(=[O:40])=[O:39])([CH3:37])[CH3:36]. Product: [Cl:20][C:17]1[CH:16]=[CH:15][C:14]([C:13]2[N:9]([C:4]3[CH:5]=[CH:6][CH:7]=[CH:8][C:3]=3[Cl:2])[N:10]=[C:11]([CH:22]3[O:27][CH2:26][CH2:25][N:24]([S:38]([CH:35]([CH3:37])[CH3:36])(=[O:40])=[O:39])[CH2:23]3)[C:12]=2[CH3:21])=[CH:19][CH:18]=1. The catalyst class is: 4. (2) The catalyst class is: 6. Product: [Cl:2][CH2:3][CH2:4][CH2:5][N:6]=[C:14]([C:10]1[CH:11]=[CH:12][CH:13]=[C:8]([F:7])[CH:9]=1)[CH3:15]. Reactant: Cl.[Cl:2][CH2:3][CH2:4][CH2:5][NH2:6].[F:7][C:8]1[CH:9]=[C:10]([C:14](=O)[CH3:15])[CH:11]=[CH:12][CH:13]=1.C(=O)([O-])[O-].[Na+].[Na+]. (3) Reactant: [CH2:1]([O:3][C:4](=[O:15])[CH:5](P(OCC)(OCC)=O)[F:6])[CH3:2].[H-].[Na+].O=[C:19]1[CH:26]2[CH2:27][C:22]3([O:29][C:30](=[O:36])[CH2:31][C:32]([CH3:35])([CH3:34])[CH3:33])[CH2:23][CH:24]([CH2:28][CH:20]1[CH2:21]3)[CH2:25]2. Product: [F:6][C:5](=[C:25]1[CH:26]2[CH2:27][C:22]3([O:29][C:30](=[O:36])[CH2:31][C:32]([CH3:34])([CH3:33])[CH3:35])[CH2:21][CH:20]([CH2:28][CH:24]1[CH2:23]3)[CH2:19]2)[C:4]([O:3][CH2:1][CH3:2])=[O:15]. The catalyst class is: 1. (4) Reactant: C(N1C=CN=C1)(N1C=CN=C1)=O.[CH2:13]([N:15]1[CH:20]=[C:19]([C:21]([OH:23])=O)[C:18](=[O:24])[C:17]2[CH:25]=[C:26]([I:28])[S:27][C:16]1=2)[CH3:14].[Cl:29][C:30]1[CH:37]=[CH:36][C:33]([CH2:34][NH2:35])=[CH:32][CH:31]=1.CC(O)=O. Product: [Cl:29][C:30]1[CH:37]=[CH:36][C:33]([CH2:34][NH:35][C:21]([C:19]2[C:18](=[O:24])[C:17]3[CH:25]=[C:26]([I:28])[S:27][C:16]=3[N:15]([CH2:13][CH3:14])[CH:20]=2)=[O:23])=[CH:32][CH:31]=1. The catalyst class is: 3. (5) Reactant: [C:1]([CH2:9][C:10]([O:12]C)=[O:11])(=O)[C:2]1[CH:7]=[CH:6][CH:5]=[N:4][CH:3]=1.[N:14]([C:17]1[CH:22]=[CH:21][CH:20]=[CH:19][C:18]=1[F:23])=[N+:15]=[N-:16].[O-]CC.[Na+].[OH-].[Na+]. Product: [F:23][C:18]1[CH:19]=[CH:20][CH:21]=[CH:22][C:17]=1[N:14]1[C:1]([C:2]2[CH:3]=[N:4][CH:5]=[CH:6][CH:7]=2)=[C:9]([C:10]([OH:12])=[O:11])[N:16]=[N:15]1. The catalyst class is: 88. (6) Reactant: [C:1]([C:4]1[CH:5]=[C:6]([C:10]([O:12][CH3:13])=[O:11])[NH:7][C:8]=1[NH2:9])(=[O:3])[CH3:2].[N:14]([O-])=O.[Na+]. The catalyst class is: 86. Product: [OH:3][C:1]1[C:4]2[CH:5]=[C:6]([C:10]([O:12][CH3:13])=[O:11])[NH:7][C:8]=2[N:9]=[N:14][CH:2]=1. (7) Reactant: [C:1]([C:5]1[N:6]=[C:7](N)[C:8]2[CH:14]=[C:13]([C:15]3[CH:20]=[CH:19][C:18]([Cl:21])=[CH:17][CH:16]=3)[C:12]([C:22]3[CH:27]=[CH:26][CH:25]=[CH:24][C:23]=3[Cl:28])=[N:11][C:9]=2[N:10]=1)([CH3:4])([CH3:3])[CH3:2].CS(O)(=O)=[O:32].O. Product: [C:1]([C:5]1[NH:6][C:7](=[O:32])[C:8]2[CH:14]=[C:13]([C:15]3[CH:20]=[CH:19][C:18]([Cl:21])=[CH:17][CH:16]=3)[C:12]([C:22]3[CH:27]=[CH:26][CH:25]=[CH:24][C:23]=3[Cl:28])=[N:11][C:9]=2[N:10]=1)([CH3:4])([CH3:3])[CH3:2]. The catalyst class is: 25. (8) Reactant: C([O:3][C:4](=O)[CH2:5][O:6][C:7]1[CH:12]=[CH:11][CH:10]=[C:9]([C:13]([CH2:29][CH2:30][CH2:31][CH3:32])=[C:14]([C:22]2[CH:27]=[CH:26][C:25]([OH:28])=[CH:24][CH:23]=2)[C:15]2[CH:20]=[CH:19][C:18]([OH:21])=[CH:17][CH:16]=2)[CH:8]=1)C.[H-].[H-].[H-].[H-].[Li+].[Al+3]. Product: [OH:3][CH2:4][CH2:5][O:6][C:7]1[CH:8]=[C:9]([C:13]([CH2:29][CH2:30][CH2:31][CH3:32])=[C:14]([C:15]2[CH:16]=[CH:17][C:18]([OH:21])=[CH:19][CH:20]=2)[C:22]2[CH:27]=[CH:26][C:25]([OH:28])=[CH:24][CH:23]=2)[CH:10]=[CH:11][CH:12]=1. The catalyst class is: 1. (9) Reactant: [Cl:1][C:2]1[CH:7]=[C:6]([N+:8]([O-:10])=[O:9])[C:5](F)=[CH:4][C:3]=1[Cl:12].ClC1C=[CH:16][C:17]([S:22]CC)=C(C=1)C#N. Product: [Cl:1][C:2]1[CH:7]=[C:6]([N+:8]([O-:10])=[O:9])[C:5]([S:22][CH2:17][CH3:16])=[CH:4][C:3]=1[Cl:12]. The catalyst class is: 66. (10) Reactant: Cl.[CH3:2][CH:3]([O:5][C:6]1[CH:13]=[CH:12][C:11]([CH:14]2[N:18](C3C=CC=C4C=3CCNC4)[N:17]=[CH:16][S:15]2)=[CH:10][C:7]=1[C:8]#[N:9])[CH3:4].[CH3:29][NH:30][C:31](=[O:34])[CH:32]=[CH2:33].[CH2:35]1[CH2:45][CH2:44][N:43]2[C:38](=N[CH2:40][CH2:41][CH2:42]2)[CH2:37][CH2:36]1. Product: [C:8]([C:7]1[CH:10]=[C:11]([C:14]2[S:15][C:16]([C:44]3[CH:45]=[CH:35][CH:36]=[C:37]4[C:40]=3[CH2:41][CH2:42][N:43]([CH2:33][CH2:32][C:31]([NH:30][CH3:29])=[O:34])[CH2:38]4)=[N:17][N:18]=2)[CH:12]=[CH:13][C:6]=1[O:5][CH:3]([CH3:2])[CH3:4])#[N:9]. The catalyst class is: 10.